Predict the reactants needed to synthesize the given product. From a dataset of Full USPTO retrosynthesis dataset with 1.9M reactions from patents (1976-2016). (1) Given the product [Cl:4][C:5]1[CH:10]=[C:9]([O:11][C:12]([F:13])([F:14])[F:15])[CH:8]=[C:7]([Cl:16])[C:6]=1[NH:17][C:18]([NH:20][C:21]1[C:22]([C:31]([NH:33][CH:34]([CH:39]2[CH2:44][CH2:43][O:42][CH2:41][CH2:40]2)[C:35]([OH:37])=[O:36])=[O:32])=[CH:23][C:24]2[C:29]([CH:30]=1)=[CH:28][CH:27]=[CH:26][CH:25]=2)=[O:19], predict the reactants needed to synthesize it. The reactants are: O.[OH-].[Li+].[Cl:4][C:5]1[CH:10]=[C:9]([O:11][C:12]([F:15])([F:14])[F:13])[CH:8]=[C:7]([Cl:16])[C:6]=1[NH:17][C:18]([NH:20][C:21]1[C:22]([C:31]([NH:33][CH:34]([CH:39]2[CH2:44][CH2:43][O:42][CH2:41][CH2:40]2)[C:35]([O:37]C)=[O:36])=[O:32])=[CH:23][C:24]2[C:29]([CH:30]=1)=[CH:28][CH:27]=[CH:26][CH:25]=2)=[O:19].CO.Cl. (2) Given the product [Si:1]([O:8][CH2:9][CH2:10][N:11]([C:12]1[CH:17]=[CH:16][C:15]([N:18]2[CH2:22][CH2:21][N:20]([CH2:23][C:24]([O:26][CH2:27][CH3:28])=[O:25])[C:19]2=[O:29])=[C:14]([O:30][C:31]([F:32])([F:33])[F:34])[CH:13]=1)[C:46]([C:48]1[C:49]([Cl:55])=[N:50][CH:51]=[N:52][C:53]=1[Cl:54])=[O:47])([C:4]([CH3:5])([CH3:6])[CH3:7])([CH3:2])[CH3:3], predict the reactants needed to synthesize it. The reactants are: [Si:1]([O:8][CH2:9][CH2:10][NH:11][C:12]1[CH:17]=[CH:16][C:15]([N:18]2[CH2:22][CH2:21][N:20]([CH2:23][C:24]([O:26][CH2:27][CH3:28])=[O:25])[C:19]2=[O:29])=[C:14]([O:30][C:31]([F:34])([F:33])[F:32])[CH:13]=1)([C:4]([CH3:7])([CH3:6])[CH3:5])([CH3:3])[CH3:2].[Si](OCCN(C1C=CC2/C(=N\OCC(F)(F)F)/CCCC=2C=1)[C:46]([C:48]1[C:49]([Cl:55])=[N:50][CH:51]=[N:52][C:53]=1[Cl:54])=[O:47])(C(C)(C)C)(C)C.O. (3) Given the product [C:1]([C:3]1[CH:10]=[CH:11][CH:12]=[CH:13][C:14]=1[C:9]1[NH:15][C:16]2[CH:21]=[CH:20][CH:19]=[CH:18][C:17]=2[N:22]=1)#[N:2], predict the reactants needed to synthesize it. The reactants are: [C:1]([CH2:3]C(OCC)=O)#[N:2].[C:9]1([NH:15][C:16]2[CH:21]=[CH:20][CH:19]=[CH:18][C:17]=2[NH2:22])[CH:14]=[CH:13][CH:12]=[CH:11][CH:10]=1.COCCOCCOC.O. (4) Given the product [C:8]([C:4]1[N:5]=[CH:6][N:7]=[C:2]([NH:1][C:12]([NH:19][C:23]2[CH:39]=[CH:38][C:28]([O:29][C:30]3[CH:35]=[CH:34][N:33]=[C:32]([C:36]#[N:37])[CH:31]=3)=[CH:27][C:26]=2[F:40])=[O:13])[CH:3]=1)([CH3:11])([CH3:10])[CH3:9], predict the reactants needed to synthesize it. The reactants are: [NH2:1][C:2]1[N:7]=[CH:6][N:5]=[C:4]([C:8]([CH3:11])([CH3:10])[CH3:9])[CH:3]=1.[C:12]([N:19]1[CH:23]=NC=N1)(N1C=NC=N1)=[O:13].NC1[CH:39]=[CH:38][C:28]([O:29][C:30]2[CH:35]=[CH:34][N:33]=[C:32]([C:36]#[N:37])[CH:31]=2)=[CH:27][C:26]=1[F:40].C(Cl)Cl. (5) Given the product [O:75]=[C:74]([N:76]1[CH2:77][CH2:78][CH:79]([O:82][C:83]2[CH:88]=[CH:87][CH:86]=[C:85]([C:89]([F:92])([F:90])[F:91])[CH:84]=2)[CH2:80][CH2:81]1)[CH2:73][NH:72][C:22]([C:19]1[CH:18]=[C:17]([C:12]2[CH:13]=[CH:14][CH:15]=[CH:16][C:11]=2[F:10])[O:21][N:20]=1)=[O:24], predict the reactants needed to synthesize it. The reactants are: CCN(C(C)C)C(C)C.[F:10][C:11]1[CH:16]=[CH:15][CH:14]=[CH:13][C:12]=1[C:17]1[O:21][N:20]=[C:19]([C:22]([OH:24])=O)[CH:18]=1.C1(C2ON=C(C(O)=O)C=2)C=CC=CC=1.FC1C=CC=CC=1C(=O)C.C1C=CC2N(O)N=NC=2C=1.CCN=C=NCCCN(C)C.Cl.Cl.[NH2:72][CH2:73][C:74]([N:76]1[CH2:81][CH2:80][CH:79]([O:82][C:83]2[CH:88]=[CH:87][CH:86]=[C:85]([C:89]([F:92])([F:91])[F:90])[CH:84]=2)[CH2:78][CH2:77]1)=[O:75].